Dataset: Peptide-MHC class II binding affinity with 134,281 pairs from IEDB. Task: Regression. Given a peptide amino acid sequence and an MHC pseudo amino acid sequence, predict their binding affinity value. This is MHC class II binding data. (1) The peptide sequence is FGQNTGAIAAAEARY. The MHC is DRB1_1101 with pseudo-sequence DRB1_1101. The binding affinity (normalized) is 0.140. (2) The binding affinity (normalized) is 0.346. The peptide sequence is YVGHDEFDAFVAYHI. The MHC is HLA-DQA10104-DQB10503 with pseudo-sequence HLA-DQA10104-DQB10503. (3) The peptide sequence is VAATAGTTVYGAFAA. The MHC is HLA-DQA10401-DQB10402 with pseudo-sequence HLA-DQA10401-DQB10402. The binding affinity (normalized) is 0.466. (4) The peptide sequence is GLVTEFPSTAAAYFR. The MHC is DRB1_0701 with pseudo-sequence DRB1_0701. The binding affinity (normalized) is 0.409. (5) The peptide sequence is YDKFLANVSTVLTGF. The MHC is DRB1_0401 with pseudo-sequence DRB1_0401. The binding affinity (normalized) is 0.660. (6) The peptide sequence is VGSKLIVAMSSWLQK. The MHC is HLA-DQA10501-DQB10201 with pseudo-sequence HLA-DQA10501-DQB10201. The binding affinity (normalized) is 0.373.